This data is from Catalyst prediction with 721,799 reactions and 888 catalyst types from USPTO. The task is: Predict which catalyst facilitates the given reaction. (1) Reactant: [O:1]=[C:2]1[N:6]([CH3:7])[C:5]([C:13]2[CH:18]=[CH:17][C:16]([F:19])=[CH:15][CH:14]=2)([CH2:8][O:9]CC=C)[C:4](=[O:20])[N:3]1[C:21]1[CH:28]=[CH:27][C:24]([C:25]#[N:26])=[C:23]([C:29]([F:32])([F:31])[F:30])[CH:22]=1.C(=O)(O)[O-].[Na+]. Product: [O:1]=[C:2]1[N:6]([CH3:7])[C:5]([C:13]2[CH:14]=[CH:15][C:16]([F:19])=[CH:17][CH:18]=2)([CH2:8][OH:9])[C:4](=[O:20])[N:3]1[C:21]1[CH:28]=[CH:27][C:24]([C:25]#[N:26])=[C:23]([C:29]([F:31])([F:32])[F:30])[CH:22]=1. The catalyst class is: 2. (2) Reactant: C(O)(=O)C.[Br:5][C:6]1[CH:14]=[C:13]2[C:9]([C:10]3([CH2:20][CH2:19][C:18](=O)[CH2:17][CH2:16]3)[C:11](=[O:15])[NH:12]2)=[CH:8][CH:7]=1.[NH:22]1[CH2:27][CH2:26][O:25][CH2:24][CH2:23]1.C(O[BH-](OC(=O)C)OC(=O)C)(=O)C.[Na+]. Product: [Br:5][C:6]1[CH:14]=[C:13]2[C:9]([C:10]3([CH2:20][CH2:19][CH:18]([N:22]4[CH2:27][CH2:26][O:25][CH2:24][CH2:23]4)[CH2:17][CH2:16]3)[C:11](=[O:15])[NH:12]2)=[CH:8][CH:7]=1. The catalyst class is: 26. (3) Reactant: C(=O)([O-])OC[C:4]1[CH:9]=[C:8]([N+:10]([O-:12])=[O:11])[C:7](Br)=[CH:6][C:5]=1[CH:14]1[CH2:18][CH2:17][CH2:16][CH2:15]1.[CH2:21]([N:23]1[CH2:28][CH2:27][NH:26][CH2:25][CH2:24]1)[CH3:22].C(N(CC)CC)C.Cl[C:37]([O:39][CH3:40])=[O:38].C([OH:43])C. Product: [C:37](=[O:43])([O:39][CH3:40])[O:38][C:4]1[CH:9]=[C:8]([N+:10]([O-:12])=[O:11])[C:7]([N:26]2[CH2:27][CH2:28][N:23]([CH2:21][CH3:22])[CH2:24][CH2:25]2)=[CH:6][C:5]=1[CH:14]1[CH2:15][CH2:16][CH2:17][CH2:18]1. The catalyst class is: 4. (4) Reactant: [N+:1]([C:4]1[CH:5]=[CH:6][C:7]([C:20]([O:22]CC)=[O:21])=[N:8][C:9]=1[NH:10][CH2:11][CH2:12][CH2:13][N:14]1[CH2:19][CH2:18][CH2:17][CH2:16][CH2:15]1)([O-:3])=[O:2].O1CCCC1.[OH-].[Li+]. Product: [N+:1]([C:4]1[CH:5]=[CH:6][C:7]([C:20]([OH:22])=[O:21])=[N:8][C:9]=1[NH:10][CH2:11][CH2:12][CH2:13][N:14]1[CH2:19][CH2:18][CH2:17][CH2:16][CH2:15]1)([O-:3])=[O:2]. The catalyst class is: 5. (5) Reactant: [Si:1]([O:8][C@H:9]1[C@H:14]([N:15]2[CH2:20][CH2:19][O:18][CH2:17][CH2:16]2)[CH2:13][CH2:12][N:11](C(OCC2C=CC=CC=2)=O)[CH2:10]1)([C:4]([CH3:7])([CH3:6])[CH3:5])([CH3:3])[CH3:2]. Product: [Si:1]([O:8][C@H:9]1[C@H:14]([N:15]2[CH2:16][CH2:17][O:18][CH2:19][CH2:20]2)[CH2:13][CH2:12][NH:11][CH2:10]1)([C:4]([CH3:7])([CH3:5])[CH3:6])([CH3:2])[CH3:3]. The catalyst class is: 19.